Dataset: Reaction yield outcomes from USPTO patents with 853,638 reactions. Task: Predict the reaction yield, written as a fraction of the theoretical maximum amount of product (1.0 means a 100% yield; for example, 0.34 means a 34% yield). (1) The reactants are C([O:3][C:4](=O)[CH:5]=[C:6]([CH2:16][NH:17][C:18]([O:20][C:21]([CH3:24])([CH3:23])[CH3:22])=[O:19])[CH2:7][NH:8][C:9]([O:11][C:12]([CH3:15])([CH3:14])[CH3:13])=[O:10])C.C(=O)=O.CC(C)=O.[H-]. The catalyst is O1CCCC1. The product is [C:12]([O:11][C:9](=[O:10])[NH:8][CH2:7][C:6]([CH2:16][NH:17][C:18]([O:20][C:21]([CH3:24])([CH3:23])[CH3:22])=[O:19])=[CH:5][CH2:4][OH:3])([CH3:14])([CH3:15])[CH3:13]. The yield is 0.960. (2) The reactants are [CH2:1]([C:4]1[S:5][C:6]2[NH:7][CH:8]=[CH:9][C:10](=O)[C:11]=2[N:12]=1)[CH2:2][CH3:3].P(Cl)(Cl)([Cl:16])=O.[OH-].[Na+]. No catalyst specified. The product is [Cl:16][C:10]1[CH:9]=[CH:8][N:7]=[C:6]2[S:5][C:4]([CH2:1][CH2:2][CH3:3])=[N:12][C:11]=12. The yield is 0.890.